From a dataset of Forward reaction prediction with 1.9M reactions from USPTO patents (1976-2016). Predict the product of the given reaction. (1) Given the reactants S(O)(O)(=O)=O.[NH2:6]O.C([O-])(O)=O.[Na+].[F:13][CH2:14][C:15]([CH2:22][F:23])([CH3:21])[C:16](=[O:20])[CH2:17][C:18]#[N:19].Cl, predict the reaction product. The product is: [F:13][CH2:14][C:15]([C:16]1[O:20][N:19]=[C:18]([NH2:6])[CH:17]=1)([CH3:21])[CH2:22][F:23]. (2) Given the reactants [NH:1]1[CH2:5][CH2:4][CH2:3][CH2:2]1.C(N(CC)CC)C.ON1C2C=CC=CC=2N=N1.Cl.CN(C)CCCN=C=NCC.[F:35][C:36]1[CH:37]=[C:38]([NH2:45])[C:39](=[CH:43][CH:44]=1)[C:40](O)=[O:41], predict the reaction product. The product is: [NH2:45][C:38]1[CH:37]=[C:36]([F:35])[CH:44]=[CH:43][C:39]=1[C:40]([N:1]1[CH2:5][CH2:4][CH2:3][CH2:2]1)=[O:41]. (3) Given the reactants [CH3:1][O:2][C:3]1[CH:12]=[CH:11][C:10]2[C:5](=[CH:6][CH:7]=[CH:8][CH:9]=2)[CH:4]=1.CC([O-])(C)C.[K+].[SiH:19]([CH2:24][CH3:25])([CH2:22][CH3:23])[CH2:20][CH3:21], predict the reaction product. The product is: [CH2:20]([Si:19]([CH2:24][CH3:25])([CH2:22][CH3:23])[C:12]1[C:3]([O:2][CH3:1])=[CH:4][C:5]2[C:10](=[CH:9][CH:8]=[CH:7][CH:6]=2)[CH:11]=1)[CH3:21]. (4) Given the reactants [CH3:1][N:2]1[CH2:7][CH2:6][S:5][CH2:4][C:3]1=[O:8].C([Li])CCC.CCCCCC.[C:20]([C:24]1[CH:29]=[C:28]([CH3:30])[CH:27]=[C:26]([C:31]([CH3:34])([CH3:33])[CH3:32])[C:25]=1[OH:35])([CH3:23])([CH3:22])[CH3:21], predict the reaction product. The product is: [CH3:23][C:20]([C:24]1[CH:29]=[C:28]([CH2:30][CH:4]2[S:5][CH2:6][CH2:7][N:2]([CH3:1])[C:3]2=[O:8])[CH:27]=[C:26]([C:31]([CH3:34])([CH3:33])[CH3:32])[C:25]=1[OH:35])([CH3:21])[CH3:22]. (5) Given the reactants [C:1]([C:3]1[CH:8]=[CH:7][CH:6]=[CH:5][C:4]=1[F:9])#[CH:2].[N+:10]([CH:13](C(OC)=O)[C:14]([O:16][CH3:17])=[O:15])([O-])=[O:11], predict the reaction product. The product is: [F:9][C:4]1[CH:5]=[CH:6][CH:7]=[CH:8][C:3]=1[C:1]1[O:11][N:10]=[C:13]([C:14]([O:16][CH3:17])=[O:15])[CH:2]=1. (6) Given the reactants [CH2:1]([O:3][C:4](=[O:33])[C:5]([O:30][CH2:31][CH3:32])=[CH:6][C:7]1[CH:12]=[CH:11][CH:10]=[C:9]([CH2:13][CH2:14][N:15]([C:23]([O:25][C:26]([CH3:29])([CH3:28])[CH3:27])=[O:24])[CH2:16][CH2:17][CH2:18][CH2:19][CH2:20][CH2:21][CH3:22])[CH:8]=1)C.[Mg].N, predict the reaction product. The product is: [CH3:1][O:3][C:4](=[O:33])[CH:5]([O:30][CH2:31][CH3:32])[CH2:6][C:7]1[CH:12]=[CH:11][CH:10]=[C:9]([CH2:13][CH2:14][N:15]([C:23]([O:25][C:26]([CH3:28])([CH3:27])[CH3:29])=[O:24])[CH2:16][CH2:17][CH2:18][CH2:19][CH2:20][CH2:21][CH3:22])[CH:8]=1. (7) Given the reactants [C:1]([N:4]1[C:12]2[C:7](=[CH:8][C:9]([NH:13][C:14](=[O:21])OCC(Cl)(Cl)Cl)=[CH:10][CH:11]=2)[CH2:6][CH2:5]1)(=[O:3])[CH3:2].[C:22]1([C:28]2[N:29]=[C:30]([N:33]3[CH2:38][CH2:37][NH:36][CH2:35][CH2:34]3)[S:31][CH:32]=2)[CH:27]=[CH:26][CH:25]=[CH:24][CH:23]=1.C(N(C(C)C)CC)(C)C.CS(C)=O, predict the reaction product. The product is: [C:1]([N:4]1[C:12]2[C:7](=[CH:8][C:9]([NH:13][C:14]([N:36]3[CH2:37][CH2:38][N:33]([C:30]4[S:31][CH:32]=[C:28]([C:22]5[CH:27]=[CH:26][CH:25]=[CH:24][CH:23]=5)[N:29]=4)[CH2:34][CH2:35]3)=[O:21])=[CH:10][CH:11]=2)[CH2:6][CH2:5]1)(=[O:3])[CH3:2].